This data is from Peptide-MHC class I binding affinity with 185,985 pairs from IEDB/IMGT. The task is: Regression. Given a peptide amino acid sequence and an MHC pseudo amino acid sequence, predict their binding affinity value. This is MHC class I binding data. (1) The peptide sequence is FQTKGLGISY. The MHC is HLA-B51:01 with pseudo-sequence HLA-B51:01. The binding affinity (normalized) is 0. (2) The peptide sequence is LYIIKLVFL. The MHC is HLA-A01:01 with pseudo-sequence HLA-A01:01. The binding affinity (normalized) is 0.291.